From a dataset of Full USPTO retrosynthesis dataset with 1.9M reactions from patents (1976-2016). Predict the reactants needed to synthesize the given product. Given the product [Cl:34][C:31]1[CH:32]=[CH:33][C:28]([C:25]2[O:24][C:23]([C@@H:21]([NH:20][C:16]3[N:15]=[C:14]([N:9]4[C@@H:8]([C@H:6]([OH:5])[CH3:7])[CH2:12][O:11][C:10]4=[O:13])[CH:19]=[CH:18][N:17]=3)[CH3:22])=[N:27][CH:26]=2)=[CH:29][CH:30]=1, predict the reactants needed to synthesize it. The reactants are: C([O:5][C@@H:6]([C@H:8]1[CH2:12][O:11][C:10](=[O:13])[N:9]1[C:14]1[CH:19]=[CH:18][N:17]=[C:16]([NH:20][C@H:21]([C:23]2[O:24][C:25]([C:28]3[CH:33]=[CH:32][C:31]([Cl:34])=[CH:30][CH:29]=3)=[CH:26][N:27]=2)[CH3:22])[N:15]=1)[CH3:7])(C)(C)C.C(O)(C(F)(F)F)=O.O.